Dataset: Forward reaction prediction with 1.9M reactions from USPTO patents (1976-2016). Task: Predict the product of the given reaction. (1) Given the reactants [C:1]([O:5][CH2:6][C@H:7]1[NH:12][CH2:11][CH2:10][NH:9][C:8]1=[O:13])([CH3:4])([CH3:3])[CH3:2].[C:14]1([CH3:41])[CH:19]=[CH:18][C:17]([C:20]([C@@:22]([C:38]([OH:40])=[O:39])([OH:37])[C@@:23]([C:28]([C:30]2[CH:35]=[CH:34][C:33]([CH3:36])=[CH:32][CH:31]=2)=[O:29])([OH:27])[C:24]([OH:26])=[O:25])=[O:21])=[CH:16][CH:15]=1, predict the reaction product. The product is: [C:14]1([CH3:41])[CH:19]=[CH:18][C:17]([C:20]([C@@:22]([C:38]([OH:40])=[O:39])([OH:37])[C@@:23]([C:28]([C:30]2[CH:31]=[CH:32][C:33]([CH3:36])=[CH:34][CH:35]=2)=[O:29])([OH:27])[C:24]([OH:26])=[O:25])=[O:21])=[CH:16][CH:15]=1.[C:1]([O:5][CH2:6][C@H:7]1[NH:12][CH2:11][CH2:10][NH:9][C:8]1=[O:13])([CH3:4])([CH3:2])[CH3:3]. (2) Given the reactants [CH3:1][O:2][C:3]1[C:8]([N+:9]([O-])=O)=[CH:7][CH:6]=[C:5]([O:12][CH3:13])[C:4]=1[C:14]1[CH:19]=[CH:18][CH:17]=[CH:16][C:15]=1[CH3:20], predict the reaction product. The product is: [CH3:1][O:2][C:3]1[C:8]([NH2:9])=[CH:7][CH:6]=[C:5]([O:12][CH3:13])[C:4]=1[C:14]1[CH:19]=[CH:18][CH:17]=[CH:16][C:15]=1[CH3:20].